From a dataset of Reaction yield outcomes from USPTO patents with 853,638 reactions. Predict the reaction yield, written as a fraction of the theoretical maximum amount of product (1.0 means a 100% yield; for example, 0.34 means a 34% yield). (1) The reactants are [Cl-].[Al+3].[Cl-].[Cl-].[H-].[Al+3].[Li+].[H-].[H-].[H-].[F:11][C:12]1[CH:17]=[CH:16][CH:15]=[CH:14][C:13]=1[C:18]1[N:19]=[C:20]([CH2:38][N:39]([CH3:47])[C:40](=[O:46])[O:41][C:42]([CH3:45])([CH3:44])[CH3:43])[S:21][C:22]=1[S:23]([C:26]1[CH:31]=[CH:30][CH:29]=[C:28]([N:32]2[CH2:36][CH2:35][CH2:34][C:33]2=O)[CH:27]=1)(=[O:25])=[O:24].[OH-].[Na+]. The catalyst is O1CCCC1. The product is [F:11][C:12]1[CH:17]=[CH:16][CH:15]=[CH:14][C:13]=1[C:18]1[N:19]=[C:20]([CH2:38][N:39]([CH3:47])[C:40](=[O:46])[O:41][C:42]([CH3:43])([CH3:44])[CH3:45])[S:21][C:22]=1[S:23]([C:26]1[CH:31]=[CH:30][CH:29]=[C:28]([N:32]2[CH2:36][CH2:35][CH2:34][CH2:33]2)[CH:27]=1)(=[O:25])=[O:24]. The yield is 0.870. (2) The reactants are N[C:2]1[S:3][C:4]([CH3:11])=[C:5]([C:7]([O:9][CH3:10])=[O:8])[N:6]=1.N(OC(C)(C)C)=O. The catalyst is O1CCCC1.O. The product is [CH3:11][C:4]1[S:3][CH:2]=[N:6][C:5]=1[C:7]([O:9][CH3:10])=[O:8]. The yield is 0.600. (3) The reactants are [CH2:1]([N:8]([CH2:42][CH:43]([O:47][CH2:48][CH3:49])[O:44][CH2:45][CH3:46])[C:9](=[O:41])[C@@H:10]([NH:23]C(=O)OCC1C2C=CC=CC=2C2C1=CC=CC=2)[CH2:11][C:12]1[CH:17]=[CH:16][C:15]([O:18][C:19]([CH3:22])([CH3:21])[CH3:20])=[CH:14][CH:13]=1)[C:2]1[CH:7]=[CH:6][CH:5]=[CH:4][CH:3]=1.N1CCCCC1. No catalyst specified. The product is [NH2:23][C@@H:10]([CH2:11][C:12]1[CH:13]=[CH:14][C:15]([O:18][C:19]([CH3:21])([CH3:20])[CH3:22])=[CH:16][CH:17]=1)[C:9]([N:8]([CH2:1][C:2]1[CH:3]=[CH:4][CH:5]=[CH:6][CH:7]=1)[CH2:42][CH:43]([O:47][CH2:48][CH3:49])[O:44][CH2:45][CH3:46])=[O:41]. The yield is 1.06. (4) The reactants are [F:1][C:2]([F:41])([F:40])[C:3]1[CH:4]=[C:5]([C:13]([CH3:39])([CH3:38])[C:14]([N:16]([C:18]2[CH:19]=[N:20][C:21]([NH:32][CH:33]([CH2:36][OH:37])[CH2:34][OH:35])=[CH:22][C:23]=2[C:24]2[CH:29]=[CH:28][C:27]([F:30])=[CH:26][C:25]=2[CH3:31])[CH3:17])=[O:15])[CH:6]=[C:7]([C:9]([F:12])([F:11])[F:10])[CH:8]=1.[CH2:42]=O.S([O-])([O-])(=O)=O.[Mg+2]. The catalyst is O. The product is [F:11][C:9]([F:12])([F:10])[C:7]1[CH:6]=[C:5]([C:13]([CH3:39])([CH3:38])[C:14]([N:16]([C:18]2[CH:19]=[N:20][C:21]([N:32]3[CH:33]([CH2:36][OH:37])[CH2:34][O:35][CH2:42]3)=[CH:22][C:23]=2[C:24]2[CH:29]=[CH:28][C:27]([F:30])=[CH:26][C:25]=2[CH3:31])[CH3:17])=[O:15])[CH:4]=[C:3]([C:2]([F:1])([F:40])[F:41])[CH:8]=1. The yield is 0.590. (5) The reactants are [C:1]([O:5][C:6]1[CH:11]=[CH:10][C:9]([CH2:12][C@H:13]([NH:32]C(=O)OCC2C3C=CC=CC=3C3C2=CC=CC=3)[C:14]([N:16]([CH2:24][CH:25]([O:29][CH2:30][CH3:31])[O:26][CH2:27][CH3:28])[CH2:17][C:18]2[CH:23]=[CH:22][CH:21]=[CH:20][N:19]=2)=[O:15])=[CH:8][CH:7]=1)([CH3:4])([CH3:3])[CH3:2].N1CCCCC1. No catalyst specified. The product is [NH2:32][C@@H:13]([CH2:12][C:9]1[CH:8]=[CH:7][C:6]([O:5][C:1]([CH3:3])([CH3:2])[CH3:4])=[CH:11][CH:10]=1)[C:14]([N:16]([CH2:24][CH:25]([O:26][CH2:27][CH3:28])[O:29][CH2:30][CH3:31])[CH2:17][C:18]1[CH:23]=[CH:22][CH:21]=[CH:20][N:19]=1)=[O:15]. The yield is 0.970. (6) The reactants are [CH3:1][NH:2][C:3]1[CH:8]=[CH:7][CH:6]=[CH:5][CH:4]=1.C(N(CC)CC)C.Cl.[N:17]1([CH2:23][CH2:24][C:25]2[N:29]3[CH:30]=[CH:31][CH:32]=[CH:33][C:28]3=[C:27]([C:34](Cl)=[O:35])[N:26]=2)[CH2:22][CH2:21][O:20][CH2:19][CH2:18]1. The catalyst is C(Cl)Cl. The product is [CH3:1][N:2]([C:3]1[CH:8]=[CH:7][CH:6]=[CH:5][CH:4]=1)[C:34]([C:27]1[N:26]=[C:25]([CH2:24][CH2:23][N:17]2[CH2:18][CH2:19][O:20][CH2:21][CH2:22]2)[N:29]2[CH:30]=[CH:31][CH:32]=[CH:33][C:28]=12)=[O:35]. The yield is 0.640. (7) The reactants are [C:1]([CH2:3][C:4]1[CH:25]=[CH:24][C:7]([CH2:8][C:9]2([CH:22]=O)[CH2:14][CH2:13][N:12]([C:15]([O:17][C:18]([CH3:21])([CH3:20])[CH3:19])=[O:16])[CH2:11][CH2:10]2)=[CH:6][CH:5]=1)#[N:2].C(O)(=O)C.[C:30]1([C@@H:36]2[CH2:38][C@H:37]2[NH2:39])[CH:35]=[CH:34][CH:33]=[CH:32][CH:31]=1.C(O[BH-](OC(=O)C)OC(=O)C)(=O)C.[Na+]. The catalyst is ClCCCl. The product is [C:1]([CH2:3][C:4]1[CH:25]=[CH:24][C:7]([CH2:8][C:9]2([CH2:22][NH:39][C@@H:37]3[CH2:38][C@H:36]3[C:30]3[CH:35]=[CH:34][CH:33]=[CH:32][CH:31]=3)[CH2:14][CH2:13][N:12]([C:15]([O:17][C:18]([CH3:21])([CH3:20])[CH3:19])=[O:16])[CH2:11][CH2:10]2)=[CH:6][CH:5]=1)#[N:2]. The yield is 0.690.